This data is from Forward reaction prediction with 1.9M reactions from USPTO patents (1976-2016). The task is: Predict the product of the given reaction. (1) Given the reactants Br[C:2]1[CH:7]=[CH:6][C:5]([NH:8][C:9]2[O:10][C:11]3[CH:17]=[CH:16][C:15]([CH2:18][CH3:19])=[CH:14][C:12]=3[N:13]=2)=[CH:4][CH:3]=1.[B:20]1([B:20]2[O:24][C:23]([CH3:26])([CH3:25])[C:22]([CH3:28])([CH3:27])[O:21]2)[O:24][C:23]([CH3:26])([CH3:25])[C:22]([CH3:28])([CH3:27])[O:21]1.ClCCl.C([O-])(=O)C.[K+], predict the reaction product. The product is: [CH3:27][C:22]1([CH3:28])[C:23]([CH3:26])([CH3:25])[O:24][B:20]([C:2]2[CH:7]=[CH:6][C:5]([NH:8][C:9]3[O:10][C:11]4[CH:17]=[CH:16][C:15]([CH2:18][CH3:19])=[CH:14][C:12]=4[N:13]=3)=[CH:4][CH:3]=2)[O:21]1. (2) The product is: [NH2:20][C:21]1[C:26]([C:27]#[N:28])=[CH:25][N:24]=[C:23]([N:14]2[C@@H:13]([CH3:18])[CH2:12][N:11]([CH2:10][C:9]([NH:8][C:3]3[CH:4]=[CH:5][CH:6]=[CH:7][C:2]=3[Cl:1])=[O:19])[CH2:16][C@H:15]2[CH3:17])[N:22]=1. Given the reactants [Cl:1][C:2]1[CH:7]=[CH:6][CH:5]=[CH:4][C:3]=1[NH:8][C:9](=[O:19])[CH2:10][N:11]1[CH2:16][C@H:15]([CH3:17])[NH:14][C@H:13]([CH3:18])[CH2:12]1.[NH2:20][C:21]1[C:26]([C:27]#[N:28])=[CH:25][N:24]=[C:23](Cl)[N:22]=1.C(N(CC)C(C)C)(C)C.C(OCC)(=O)C, predict the reaction product. (3) Given the reactants [O:1]1[C:5]2[CH:6]=[CH:7][CH:8]=[CH:9][C:4]=2[CH:3]=[C:2]1[C:10]([OH:12])=[O:11], predict the reaction product. The product is: [O:1]1[C:5]2[CH:6]=[CH:7][CH:8]=[CH:9][C:4]=2[CH2:3][CH:2]1[C:10]([OH:12])=[O:11]. (4) The product is: [CH2:13]([O:15][C:16]([N:18]1[CH2:33][CH2:32][C:22]2[C:23]3[C:24]([OH:31])([C:2]4[CH:3]=[N:4][CH:5]=[CH:6][CH:7]=4)[CH2:25][CH2:26][C:27]=3[C:28]([I:30])=[CH:29][C:21]=2[CH2:20][CH2:19]1)=[O:17])[CH3:14]. Given the reactants Br[C:2]1[CH:3]=[N:4][CH:5]=[CH:6][CH:7]=1.[Li]CCCC.[CH2:13]([O:15][C:16]([N:18]1[CH2:33][CH2:32][C:22]2[C:23]3[C:24](=[O:31])[CH2:25][CH2:26][C:27]=3[C:28]([I:30])=[CH:29][C:21]=2[CH2:20][CH2:19]1)=[O:17])[CH3:14], predict the reaction product. (5) Given the reactants Cl.[NH2:2][C:3]1[CH:8]=[C:7]([Cl:9])[C:6]([C:10]([F:13])([F:12])[F:11])=[CH:5][C:4]=1[C:14](=[O:16])[CH3:15].[N:17]([O-])=O.[Na+], predict the reaction product. The product is: [Cl:9][C:7]1[CH:8]=[C:3]2[C:4]([C:14](=[O:16])[CH:15]=[N:17][NH:2]2)=[CH:5][C:6]=1[C:10]([F:13])([F:11])[F:12].